Predict the reactants needed to synthesize the given product. From a dataset of Full USPTO retrosynthesis dataset with 1.9M reactions from patents (1976-2016). Given the product [N:36]1([C:30]([C:27]2[CH:28]=[CH:29][N:25]([C:2]3[N:3]=[C:4]4[C:10]([C:11](=[O:16])[C:12]([CH3:15])([CH3:14])[CH3:13])=[CH:9][N:8]([CH2:17][O:18][CH2:19][CH2:20][Si:21]([CH3:24])([CH3:23])[CH3:22])[C:5]4=[N:6][CH:7]=3)[CH:26]=2)=[O:33])[CH2:41][CH2:42][CH2:43]1, predict the reactants needed to synthesize it. The reactants are: Br[C:2]1[N:3]=[C:4]2[C:10]([C:11](=[O:16])[C:12]([CH3:15])([CH3:14])[CH3:13])=[CH:9][N:8]([CH2:17][O:18][CH2:19][CH2:20][Si:21]([CH3:24])([CH3:23])[CH3:22])[C:5]2=[N:6][CH:7]=1.[NH:25]1[CH:29]=[CH:28][CH:27]=[CH:26]1.[C:30](=[O:33])([O-])[O-].[Cs+].[Cs+].[NH:36]1[CH2:43][CH2:42][CH2:41][C@H]1C(O)=O.